From a dataset of Full USPTO retrosynthesis dataset with 1.9M reactions from patents (1976-2016). Predict the reactants needed to synthesize the given product. (1) Given the product [CH3:8][O:9][CH2:10][CH2:11][N:12]1[CH:6]([C:2]2[S:1][CH:5]=[CH:4][CH:3]=2)[CH:14]([C:13]([NH:25][C:26]2[CH:27]=[C:28]([CH:34]=[CH:35][CH:36]=2)[C:29]([O:31][CH2:32][CH3:33])=[O:30])=[O:19])[C:15]2[C:16](=[CH:20][CH:21]=[CH:22][CH:23]=2)[C:17]1=[O:18], predict the reactants needed to synthesize it. The reactants are: [S:1]1[CH:5]=[CH:4][CH:3]=[C:2]1[CH:6]=O.[CH3:8][O:9][CH2:10][CH2:11][NH2:12].[C:13]1(=O)[O:19][C:17](=[O:18])[C:16]2=[CH:20][CH:21]=[CH:22][CH:23]=[C:15]2[CH2:14]1.[NH2:25][C:26]1[CH:27]=[C:28]([CH:34]=[CH:35][CH:36]=1)[C:29]([O:31][CH2:32][CH3:33])=[O:30]. (2) Given the product [CH3:37][C:36]1[CH:35]=[C:34]([CH3:38])[CH:33]=[C:32]([CH3:39])[C:31]=1[NH:28][C:29]([NH:1][C:2]1[C:3]([C:12]([NH:14][C@H:15]([C:23]([O:25][CH2:26][CH3:27])=[O:24])[CH2:16][C:17]2[CH:22]=[CH:21][CH:20]=[CH:19][CH:18]=2)=[O:13])=[CH:4][C:5]2[C:10]([CH:11]=1)=[CH:9][CH:8]=[CH:7][CH:6]=2)=[O:30], predict the reactants needed to synthesize it. The reactants are: [NH2:1][C:2]1[C:3]([C:12]([NH:14][C@H:15]([C:23]([O:25][CH2:26][CH3:27])=[O:24])[CH2:16][C:17]2[CH:22]=[CH:21][CH:20]=[CH:19][CH:18]=2)=[O:13])=[CH:4][C:5]2[C:10]([CH:11]=1)=[CH:9][CH:8]=[CH:7][CH:6]=2.[N:28]([C:31]1[C:36]([CH3:37])=[CH:35][C:34]([CH3:38])=[CH:33][C:32]=1[CH3:39])=[C:29]=[O:30]. (3) Given the product [C:1]([O:5][C:6]([NH:8][C@@H:9]([CH2:10][CH:11]=[O:12])[C:13]([O:15][C:16]([CH3:19])([CH3:18])[CH3:17])=[O:14])=[O:7])([CH3:4])([CH3:3])[CH3:2], predict the reactants needed to synthesize it. The reactants are: [C:1]([O:5][C:6]([NH:8][C@H:9]([C:13]([O:15][C:16]([CH3:19])([CH3:18])[CH3:17])=[O:14])[CH2:10][CH2:11][OH:12])=[O:7])([CH3:4])([CH3:3])[CH3:2].N1C=CC=CC=1.CC(OI1(OC(C)=O)(OC(C)=O)OC(=O)C2C=CC=CC1=2)=O. (4) Given the product [O:29]1[CH:30]=[CH:31][CH:32]=[C:28]1[C:26]([C:25]1[CH:24]=[N:23][N:22]2[C:5]([C:7]3[CH:8]=[C:9]([N:13]4[CH2:17][CH2:16][CH2:15][C:14]4=[O:18])[CH:10]=[CH:11][CH:12]=3)=[CH:4][CH:3]=[N:2][C:19]=12)=[O:27], predict the reactants needed to synthesize it. The reactants are: C[N:2]([CH3:19])[CH:3]=[CH:4][C:5]([C:7]1[CH:8]=[C:9]([N:13]2[CH2:17][CH2:16][CH2:15][C:14]2=[O:18])[CH:10]=[CH:11][CH:12]=1)=O.NC1[C:25]([C:26]([C:28]2[O:29][CH:30]=[CH:31][CH:32]=2)=[O:27])=[CH:24][NH:23][N:22]=1. (5) Given the product [F:1][C:2]1[CH:9]=[CH:8][C:5]([CH:6]=[N:18][C:14]2[CH:15]=[N:16][CH:17]=[C:12]([O:11][CH3:10])[CH:13]=2)=[CH:4][CH:3]=1, predict the reactants needed to synthesize it. The reactants are: [F:1][C:2]1[CH:9]=[CH:8][C:5]([CH:6]=O)=[CH:4][CH:3]=1.[CH3:10][O:11][C:12]1[CH:13]=[C:14]([NH2:18])[CH:15]=[N:16][CH:17]=1. (6) Given the product [CH2:1]([C@@:3]1([C:13]2[CH:18]=[C:17]([N+:20]([O-:22])=[O:21])[CH:16]=[CH:15][C:14]=2[F:19])[C:9]([F:10])([F:11])[CH2:8][O:7][CH2:6][C:5]([NH2:12])=[N:4]1)[CH3:2], predict the reactants needed to synthesize it. The reactants are: [CH2:1]([C@@:3]1([C:13]2[CH:18]=[CH:17][CH:16]=[CH:15][C:14]=2[F:19])[C:9]([F:11])([F:10])[CH2:8][O:7][CH2:6][C:5]([NH2:12])=[N:4]1)[CH3:2].[N+:20]([O-])([OH:22])=[O:21].[OH-].[Na+]. (7) Given the product [NH2:19][CH2:18][C@@H:17]([N:11]1[CH2:10][C:9]2[C:13](=[CH:14][CH:15]=[C:7]([C:6]3[N:2]([CH3:1])[N:3]=[CH:4][CH:5]=3)[CH:8]=2)[C:12]1=[O:16])[CH2:30][C:31]1[CH:32]=[C:33]([F:38])[CH:34]=[C:35]([F:37])[CH:36]=1, predict the reactants needed to synthesize it. The reactants are: [CH3:1][N:2]1[C:6]([C:7]2[CH:8]=[C:9]3[C:13](=[CH:14][CH:15]=2)[C:12](=[O:16])[N:11]([C@@H:17]([CH2:30][C:31]2[CH:36]=[C:35]([F:37])[CH:34]=[C:33]([F:38])[CH:32]=2)[CH2:18][N:19]2C(=O)C4C(=CC=CC=4)C2=O)[CH2:10]3)=[CH:5][CH:4]=[N:3]1.NN. (8) Given the product [F:1][C:2]1[CH:11]=[C:10]2[C:5]([C:6](=[O:13])[NH:7][C:8]([CH:12]=[CH:28][C:26]3[O:27][C:23]([N+:20]([O-:22])=[O:21])=[CH:24][CH:25]=3)=[N:9]2)=[CH:4][C:3]=1[N:14]1[CH2:19][CH2:18][O:17][CH2:16][CH2:15]1, predict the reactants needed to synthesize it. The reactants are: [F:1][C:2]1[CH:11]=[C:10]2[C:5]([C:6](=[O:13])[NH:7][C:8]([CH3:12])=[N:9]2)=[CH:4][C:3]=1[N:14]1[CH2:19][CH2:18][O:17][CH2:16][CH2:15]1.[N+:20]([C:23]1[O:27][C:26]([CH:28]=O)=[CH:25][CH:24]=1)([O-:22])=[O:21].S(=O)(=O)(O)O. (9) Given the product [ClH:1].[Cl:1][C:2]1[CH:3]=[CH:4][C:5]([O:8][CH2:9][CH:10]2[CH2:15][CH2:14][NH:13][CH2:12][CH:11]2[C:16]2[CH:21]=[CH:20][C:19]([O:29][CH3:25])=[CH:18][CH:17]=2)=[N:6][CH:7]=1, predict the reactants needed to synthesize it. The reactants are: [Cl:1][C:2]1[CH:3]=[CH:4][C:5]([O:8][CH2:9][CH:10]2[CH2:15][CH2:14][NH:13][CH2:12][CH:11]2[C:16]2[CH:21]=[CH:20][C:19](F)=[C:18](F)[CH:17]=2)=[N:6][CH:7]=1.Cl.[C:25]([O:29]C(N1CCCC(C2C=CC(OC)=CC=2)C1)=O)(C)(C)C.